From a dataset of Reaction yield outcomes from USPTO patents with 853,638 reactions. Predict the reaction yield, written as a fraction of the theoretical maximum amount of product (1.0 means a 100% yield; for example, 0.34 means a 34% yield). (1) No catalyst specified. The yield is 0.360. The reactants are [CH3:1][C:2]1([CH3:16])[O:15][C:6]2[C:7]([CH3:14])=[N:8][CH:9]=[C:10]([C:11]([OH:13])=O)[C:5]=2[CH2:4][O:3]1.[NH2:17][CH2:18][C:19]1[CH:20]=[C:21]([CH:24]=[CH:25][CH:26]=1)[C:22]#[N:23]. The product is [C:18]([C:19]1[CH:20]=[C:21]([CH:24]=[CH:25][CH:26]=1)[CH2:22][NH:23][C:11]([C:10]1[C:5]2[CH2:4][O:3][C:2]([CH3:1])([CH3:16])[O:15][C:6]=2[C:7]([CH3:14])=[N:8][CH:9]=1)=[O:13])#[N:17]. (2) The reactants are [N:1]([C@@H:4]([C@@H:38]([C:45]1[CH:50]=[CH:49][C:48]([Cl:51])=[CH:47][CH:46]=1)[CH:39]1[CH2:44][CH2:43][O:42][CH2:41][CH2:40]1)[C:5]([NH:7][C:8]1[CH:13]=[CH:12][CH:11]=[C:10]([F:14])[C:9]=1[CH2:15][CH2:16][C@H:17]([NH:31][S:32]([CH:35]1[CH2:37][CH2:36]1)(=[O:34])=[O:33])[CH2:18][N:19]([CH2:27][C@H:28](O)[CH3:29])[C:20](=[O:26])[O:21][C:22]([CH3:25])([CH3:24])[CH3:23])=[O:6])=[N+:2]=[N-:3].CC(OC(/N=N/C(OC(C)C)=O)=O)C.C1(P(C2C=CC=CC=2)C2C=CC=CC=2)C=CC=CC=1. The catalyst is C1COCC1. The product is [N:1]([C@@H:4]([C@@H:38]([C:45]1[CH:46]=[CH:47][C:48]([Cl:51])=[CH:49][CH:50]=1)[CH:39]1[CH2:40][CH2:41][O:42][CH2:43][CH2:44]1)[C:5]([NH:7][C:8]1[CH:13]=[CH:12][CH:11]=[C:10]([F:14])[C:9]=1[CH2:15][CH2:16][C@@H:17]1[N:31]([S:32]([CH:35]2[CH2:36][CH2:37]2)(=[O:34])=[O:33])[C@@H:28]([CH3:29])[CH2:27][N:19]([C:20]([O:21][C:22]([CH3:24])([CH3:25])[CH3:23])=[O:26])[CH2:18]1)=[O:6])=[N+:2]=[N-:3]. The yield is 0.720.